From a dataset of Full USPTO retrosynthesis dataset with 1.9M reactions from patents (1976-2016). Predict the reactants needed to synthesize the given product. The reactants are: [Br:1][C:2]1[CH:7]=[CH:6][C:5]([C:8]2[N:13]=[C:12]3[N:14]=[C:15](S(C)(=O)=O)[N:16]([CH2:17][O:18][CH2:19][CH2:20][Si:21]([CH3:24])([CH3:23])[CH3:22])[C:11]3=[CH:10][C:9]=2[Cl:29])=[CH:4][CH:3]=1.[C:30]1([CH:36]2[O:41][C@H:40]3[CH2:42][C@@H:43]([OH:46])[CH2:44][O:45][C@@H:39]3[CH2:38][O:37]2)[CH:35]=[CH:34][CH:33]=[CH:32][CH:31]=1.C(=O)([O-])[O-].[Cs+].[Cs+]. Given the product [Br:1][C:2]1[CH:7]=[CH:6][C:5]([C:8]2[N:13]=[C:12]3[N:14]=[C:15]([O:46][C@H:43]4[CH2:44][O:45][C@H:39]5[C@@H:40]([O:41][CH:36]([C:30]6[CH:31]=[CH:32][CH:33]=[CH:34][CH:35]=6)[O:37][CH2:38]5)[CH2:42]4)[N:16]([CH2:17][O:18][CH2:19][CH2:20][Si:21]([CH3:24])([CH3:23])[CH3:22])[C:11]3=[CH:10][C:9]=2[Cl:29])=[CH:4][CH:3]=1, predict the reactants needed to synthesize it.